The task is: Predict the reaction yield, written as a fraction of the theoretical maximum amount of product (1.0 means a 100% yield; for example, 0.34 means a 34% yield).. This data is from Reaction yield outcomes from USPTO patents with 853,638 reactions. (1) The reactants are [NH2:1][CH2:2][C:3]([O:5][CH3:6])=[O:4].Br[CH2:8][C:9]1[CH:10]=[C:11]([CH:16]=[CH:17][C:18]=1[N+:19]([O-:21])=[O:20])[C:12]([O:14][CH3:15])=[O:13].CCN(C(C)C)C(C)C. The catalyst is CN(C=O)C. The product is [CH3:6][O:5][C:3](=[O:4])[CH2:2][NH:1][CH2:8][C:9]1[CH:10]=[C:11]([CH:16]=[CH:17][C:18]=1[N+:19]([O-:21])=[O:20])[C:12]([O:14][CH3:15])=[O:13]. The yield is 0.660. (2) The reactants are C[O-].[Na+].Cl.[NH2:5][OH:6].C[O:8][C:9](=O)[CH2:10][CH2:11][CH2:12][CH2:13][CH2:14][NH:15][C:16](=[O:27])/[CH:17]=[CH:18]/[CH:19]=[CH:20]/[C:21]1[CH:26]=[CH:25][CH:24]=[CH:23][CH:22]=1. The catalyst is CO. The product is [OH:6][NH:5][C:9]([CH2:10][CH2:11][CH2:12][CH2:13][CH2:14][NH:15][C:16](=[O:27])/[CH:17]=[CH:18]/[CH:19]=[CH:20]/[C:21]1[CH:26]=[CH:25][CH:24]=[CH:23][CH:22]=1)=[O:8]. The yield is 0.660. (3) The reactants are [CH:1]1([C:6]([C:12]2[CH:17]=[CH:16][CH:15]=[CH:14][CH:13]=2)([OH:11])[C:7]([O:9][CH3:10])=[O:8])[CH2:5][CH2:4][CH2:3][CH2:2]1.[CH3:18][N:19]1[CH2:23]C[CH:21](O)[CH2:20]1.CCOC(C)=O.CCO. The catalyst is CCCCCCC. The product is [CH:1]1([C:6]([C:12]2[CH:17]=[CH:16][CH:15]=[CH:14][CH:13]=2)([OH:11])[C:7]([O:9][CH:10]2[CH2:21][CH2:20][N:19]([CH3:23])[CH2:18]2)=[O:8])[CH2:5][CH2:4][CH2:3][CH2:2]1. The yield is 0.720.